From a dataset of Full USPTO retrosynthesis dataset with 1.9M reactions from patents (1976-2016). Predict the reactants needed to synthesize the given product. (1) Given the product [CH2:1]1[C@@H:13]2[C@H:4]([N:5]([CH2:14][CH2:15][NH2:16])[C:6]3[CH:7]=[CH:8][CH:9]=[CH:10][C:11]=3[CH2:12]2)[CH2:3][CH2:2]1, predict the reactants needed to synthesize it. The reactants are: [CH2:1]1[C@H:13]2[C@H:4]([N:5]([CH2:14][CH2:15][NH2:16])[C:6]3[CH:7]=[CH:8][CH:9]=[CH:10][C:11]=3[CH2:12]2)[CH2:3][CH2:2]1.C=O.C(O)(C(F)(F)F)=O. (2) Given the product [C:29]([O:28][CH2:26][CH2:25][O:21][CH2:20][C:14]1([CH2:18][CH3:19])[CH2:15][CH2:16][CH2:17][N:12]([CH2:11][CH:2]2[O:1][C:6]3[CH:7]=[CH:8][CH:9]=[CH:10][C:5]=3[O:4][CH2:3]2)[CH2:13]1)([CH3:32])([CH3:31])[CH3:30], predict the reactants needed to synthesize it. The reactants are: [O:1]1[C:6]2[CH:7]=[CH:8][CH:9]=[CH:10][C:5]=2[O:4][CH2:3][CH:2]1[CH2:11][N:12]1[CH2:17][CH2:16][CH2:15][C:14]([CH2:20][OH:21])([CH2:18][CH3:19])[CH2:13]1.[OH-].[Na+].Br[CH2:25][C:26]([O:28][C:29]([CH3:32])([CH3:31])[CH3:30])=O.O. (3) Given the product [Cl:1][C:2]1[N:3]=[C:4]([CH3:8])[N:5]([CH2:12][C:13]2[S:28][C:16]3[N:17]([CH2:24][CH:25]([CH3:27])[CH3:26])[C:18](=[O:23])[N:19]([CH3:22])[C:20](=[O:21])[C:15]=3[C:14]=2[C:29]([O:31][CH3:32])=[O:30])[C:6]=1[Cl:7], predict the reactants needed to synthesize it. The reactants are: [Cl:1][C:2]1[N:3]=[C:4]([CH3:8])[NH:5][C:6]=1[Cl:7].[H-].[Na+].Br[CH2:12][C:13]1[S:28][C:16]2[N:17]([CH2:24][CH:25]([CH3:27])[CH3:26])[C:18](=[O:23])[N:19]([CH3:22])[C:20](=[O:21])[C:15]=2[C:14]=1[C:29]([O:31][CH3:32])=[O:30].O. (4) Given the product [CH3:24][C:19]1([CH3:23])[CH2:18][C:17]2([CH2:25][CH2:26][CH2:27][N:15]([CH:12]3[CH2:13][CH2:14][N:9]([C:7]([C:6]4[C:2]([NH:1][C:37]([NH:36][CH2:34][CH3:35])=[O:38])=[N:3][N:4]([C:28]5[CH:29]=[CH:30][CH:31]=[CH:32][CH:33]=5)[CH:5]=4)=[O:8])[CH2:10][CH2:11]3)[CH2:16]2)[C:21](=[O:22])[O:20]1, predict the reactants needed to synthesize it. The reactants are: [NH2:1][C:2]1[C:6]([C:7]([N:9]2[CH2:14][CH2:13][CH:12]([N:15]3[CH2:27][CH2:26][CH2:25][C:17]4([C:21](=[O:22])[O:20][C:19]([CH3:24])([CH3:23])[CH2:18]4)[CH2:16]3)[CH2:11][CH2:10]2)=[O:8])=[CH:5][N:4]([C:28]2[CH:33]=[CH:32][CH:31]=[CH:30][CH:29]=2)[N:3]=1.[CH2:34]([N:36]=[C:37]=[O:38])[CH3:35]. (5) Given the product [CH:16]1([N:7]2[CH2:8][C:9]([F:15])([F:14])[C:10](=[O:13])[N:11]([CH3:12])[C:5]3[CH:4]=[N:3][C:2]([NH:22][C:23]4[CH:38]=[CH:37][C:26]([C:27]([NH:29][CH:30]5[CH2:31][CH2:32][N:33]([CH3:36])[CH2:34][CH2:35]5)=[O:28])=[CH:25][C:24]=4[O:39][CH:40]([CH3:42])[CH3:41])=[N:21][C:6]2=3)[CH2:20][CH2:19][CH2:18][CH2:17]1, predict the reactants needed to synthesize it. The reactants are: Cl[C:2]1[N:3]=[CH:4][C:5]2[N:11]([CH3:12])[C:10](=[O:13])[C:9]([F:15])([F:14])[CH2:8][N:7]([CH:16]3[CH2:20][CH2:19][CH2:18][CH2:17]3)[C:6]=2[N:21]=1.[NH2:22][C:23]1[CH:38]=[CH:37][C:26]([C:27]([NH:29][CH:30]2[CH2:35][CH2:34][N:33]([CH3:36])[CH2:32][CH2:31]2)=[O:28])=[CH:25][C:24]=1[O:39][CH:40]([CH3:42])[CH3:41].O.C1(C)C=CC(S(O)(=O)=O)=CC=1.C(O)(C)C. (6) Given the product [CH2:14]([O:21][C:22]([NH:24][C@@H:25]([CH2:29][CH2:30][C:31]#[N:32])[C:26]([O:28][CH2:1][CH3:2])=[O:27])=[O:23])[C:15]1[CH:16]=[CH:17][CH:18]=[CH:19][CH:20]=1, predict the reactants needed to synthesize it. The reactants are: [CH:1]1([NH2+]C2CCCCC2)CCCC[CH2:2]1.[CH2:14]([O:21][C:22]([NH:24][C@@H:25]([CH2:29][CH2:30][C:31]#[N:32])[C:26]([O-:28])=[O:27])=[O:23])[C:15]1[CH:20]=[CH:19][CH:18]=[CH:17][CH:16]=1.CN(C(ON1N=NC2C=CC=CC1=2)=[N+](C)C)C.[B-](F)(F)(F)F.CCN(C(C)C)C(C)C.C(O)C. (7) Given the product [Br:1][C:2]1[C:3]([F:12])=[C:4]2[C:10]([NH:11][C:25]([C:23]3[CH:22]=[N:21][N:20]([CH2:19][C:18]4[CH:28]=[CH:29][C:15]([O:14][CH3:13])=[CH:16][CH:17]=4)[CH:24]=3)=[O:26])=[CH:9][NH:8][C:5]2=[N:6][CH:7]=1, predict the reactants needed to synthesize it. The reactants are: [Br:1][C:2]1[C:3]([F:12])=[C:4]2[C:10]([NH2:11])=[CH:9][NH:8][C:5]2=[N:6][CH:7]=1.[CH3:13][O:14][C:15]1[CH:29]=[CH:28][C:18]([CH2:19][N:20]2[CH:24]=[C:23]([C:25](O)=[O:26])[CH:22]=[N:21]2)=[CH:17][CH:16]=1.C1N(P(Cl)(N2C(=O)OCC2)=O)C(=O)OC1.C(N(CC)CC)C. (8) Given the product [N:12]1([C:2]2[CH:9]=[CH:8][C:5]([CH:6]=[O:7])=[CH:4][CH:3]=2)[CH2:4][CH2:3][CH2:2][CH2:9][CH2:11][CH2:10]1, predict the reactants needed to synthesize it. The reactants are: F[C:2]1[CH:9]=[CH:8][C:5]([CH:6]=[O:7])=[CH:4][CH:3]=1.[C:10](#[N:12])[CH3:11]. (9) Given the product [Br:1][C:2]1[CH:3]=[C:4]([S:8]([NH:11][C:12](=[O:14])[CH3:13])(=[O:9])=[O:10])[CH:5]=[CH:6][CH:7]=1, predict the reactants needed to synthesize it. The reactants are: [Br:1][C:2]1[CH:3]=[C:4]([S:8]([NH2:11])(=[O:10])=[O:9])[CH:5]=[CH:6][CH:7]=1.[C:12](OC(=O)C)(=[O:14])[CH3:13].